This data is from Full USPTO retrosynthesis dataset with 1.9M reactions from patents (1976-2016). The task is: Predict the reactants needed to synthesize the given product. (1) Given the product [NH2:12][C:11]1[C:2]([N:15]2[CH:19]=[CH:18][N:17]=[CH:16]2)=[N:3][CH:4]=[C:5]([CH:10]=1)[C:6]([O:8][CH3:9])=[O:7], predict the reactants needed to synthesize it. The reactants are: Cl[C:2]1[C:11]([N+:12]([O-])=O)=[CH:10][C:5]([C:6]([O:8][CH3:9])=[O:7])=[CH:4][N:3]=1.[NH:15]1[CH:19]=[CH:18][N:17]=[CH:16]1. (2) Given the product [CH3:25][S:26]([O:1][C@H:2]1[CH2:7][CH2:6][C@@H:5]([NH:8][C:9]([O:10][C:11]([CH3:12])([CH3:14])[CH3:13])=[O:15])[CH2:4][CH2:3]1)(=[O:28])=[O:27], predict the reactants needed to synthesize it. The reactants are: [OH:1][C@@H:2]1[CH2:7][CH2:6][C@H:5]([NH:8][C:9](=[O:15])[O:10][C:11]([CH3:14])([CH3:13])[CH3:12])[CH2:4][CH2:3]1.CCN(C(C)C)C(C)C.[CH3:25][S:26](Cl)(=[O:28])=[O:27].